Predict the product of the given reaction. From a dataset of Forward reaction prediction with 1.9M reactions from USPTO patents (1976-2016). (1) Given the reactants [OH:1][C:2]1[CH:11]=[CH:10][C:5]2[NH:6][C:7](=[S:9])[NH:8][C:4]=2[CH:3]=1.[Si:12](Cl)([C:15]([CH3:18])([CH3:17])[CH3:16])([CH3:14])[CH3:13].N1C=CN=C1.CCOC(C)=O, predict the reaction product. The product is: [Si:12]([O:1][C:2]1[CH:11]=[CH:10][C:5]2[NH:6][C:7](=[S:9])[NH:8][C:4]=2[CH:3]=1)([C:15]([CH3:18])([CH3:17])[CH3:16])([CH3:14])[CH3:13]. (2) Given the reactants [C:1]1([OH:7])[CH:6]=[CH:5][CH:4]=[CH:3][CH:2]=1.Br[C:9]([CH3:16])([CH3:15])[C:10]([O:12][CH2:13][CH3:14])=[O:11].C([O-])([O-])=O.[Cs+].[Cs+].O, predict the reaction product. The product is: [CH3:15][C:9]([O:7][C:1]1[CH:6]=[CH:5][CH:4]=[CH:3][CH:2]=1)([CH3:16])[C:10]([O:12][CH2:13][CH3:14])=[O:11]. (3) The product is: [NH2:8][CH2:7][C:6]1[CH:9]=[C:10]([C:11]2[NH:15][C:14](=[O:16])[N:13]([C:17]3[CH:22]=[CH:21][C:20]([C:23]([F:24])([F:26])[F:25])=[CH:19][CH:18]=3)[N:12]=2)[C:3]([CH:2]([F:27])[F:1])=[N:4][CH:5]=1. Given the reactants [F:1][CH:2]([F:27])[C:3]1[C:10]([C:11]2[NH:15][C:14](=[O:16])[N:13]([C:17]3[CH:22]=[CH:21][C:20]([C:23]([F:26])([F:25])[F:24])=[CH:19][CH:18]=3)[N:12]=2)=[CH:9][C:6]([C:7]#[N:8])=[CH:5][N:4]=1, predict the reaction product. (4) Given the reactants [CH3:1][C:2]1[CH:7]=[CH:6][CH:5]=[C:4]([CH3:8])[C:3]=1[OH:9].[C:10]1([P:16](Cl)Cl)[CH:15]=[CH:14][CH:13]=[CH:12][CH:11]=1.C(O)(=[O:21])C.[C:23]1(=[O:30])[CH:28]=[CH:27][C:26](=[O:29])[CH:25]=[CH:24]1, predict the reaction product. The product is: [CH3:1][C:2]1[CH:7]=[CH:6][CH:5]=[C:4]([CH3:8])[C:3]=1[O:9][P:16]([C:28]1[CH:27]=[C:26]([OH:29])[CH:25]=[CH:24][C:23]=1[OH:30])([C:10]1[CH:15]=[CH:14][CH:13]=[CH:12][CH:11]=1)=[O:21]. (5) Given the reactants [CH2:1]([C:3]1[O:4][C:5]2[CH:11]=[CH:10][CH:9]=[CH:8][C:6]=2[CH:7]=1)[CH3:2].N#N.[C:14](Cl)(=[O:23])[C:15]1[CH:20]=[CH:19][C:18]([O:21][CH3:22])=[CH:17][CH:16]=1.[Sn](Cl)(Cl)(Cl)Cl, predict the reaction product. The product is: [CH2:1]([C:3]1[O:4][C:5]2[CH:11]=[CH:10][CH:9]=[CH:8][C:6]=2[C:7]=1[C:14]([C:15]1[CH:20]=[CH:19][C:18]([O:21][CH3:22])=[CH:17][CH:16]=1)=[O:23])[CH3:2]. (6) Given the reactants [OH:1][C@@:2]1([C:9]#[C:10][C:11]2[CH:12]=[C:13]([C:17]3[N:22]=[C:21]([C:23]([O-])=[O:24])[CH:20]=[C:19]([O:26][CH3:27])[CH:18]=3)[CH:14]=[CH:15][CH:16]=2)[CH2:6][CH2:5][N:4]([CH3:7])[C:3]1=[O:8].[NH3:28], predict the reaction product. The product is: [OH:1][C@@:2]1([C:9]#[C:10][C:11]2[CH:12]=[C:13]([C:17]3[N:22]=[C:21]([C:23]([NH2:28])=[O:24])[CH:20]=[C:19]([O:26][CH3:27])[CH:18]=3)[CH:14]=[CH:15][CH:16]=2)[CH2:6][CH2:5][N:4]([CH3:7])[C:3]1=[O:8]. (7) Given the reactants [CH:1]1[C:10]2[C:5](=[CH:6][CH:7]=[CH:8][CH:9]=2)[CH:4]=[CH:3][C:2]=1[NH:11][C:12]1[C:13]([NH2:18])=[CH:14][CH:15]=[CH:16][CH:17]=1.[S:19](N)(N)(=[O:21])=[O:20], predict the reaction product. The product is: [CH:1]1[C:10]2[C:5](=[CH:6][CH:7]=[CH:8][CH:9]=2)[CH:4]=[CH:3][C:2]=1[N:11]1[C:12]2[CH:17]=[CH:16][CH:15]=[CH:14][C:13]=2[NH:18][S:19]1(=[O:21])=[O:20]. (8) Given the reactants [F:1][C:2]([F:18])([C:9]([F:17])([F:16])[C:10]([F:15])([F:14])[CH:11]([F:13])[F:12])[CH2:3][CH:4]([C:7]#[N:8])[C:5]#[N:6].[Cl:19][C:20]([C:22]([F:25])([F:24])[F:23])=[CH2:21].Cl, predict the reaction product. The product is: [Cl:19][CH:20]([C:22]([F:25])([F:24])[F:23])[CH2:21][C:4]([CH2:3][C:2]([F:18])([F:1])[C:9]([F:16])([F:17])[C:10]([F:14])([F:15])[CH:11]([F:13])[F:12])([C:7]#[N:8])[C:5]#[N:6]. (9) Given the reactants [N:1]1([C:7]([O:9][C:10]([CH3:13])([CH3:12])[CH3:11])=[O:8])[CH2:6][CH2:5][NH:4][CH2:3][CH2:2]1.Cl.O1CCOCC1.[S-:21][C:22]#[N:23], predict the reaction product. The product is: [NH2:23][C:22]([N:4]1[CH2:5][CH2:6][N:1]([C:7]([O:9][C:10]([CH3:13])([CH3:12])[CH3:11])=[O:8])[CH2:2][CH2:3]1)=[S:21]. (10) Given the reactants [Cl:1][C:2]1[C:3]([NH:12][S:13]([C:16]2[CH:25]=[CH:24][C:19]([C:20]([O:22][CH3:23])=[O:21])=[CH:18][CH:17]=2)(=[O:15])=[O:14])=[N:4][CH:5]=[C:6]([C:8]([F:11])([F:10])[F:9])[CH:7]=1.Br[CH2:27][CH:28]1[CH2:30][CH2:29]1, predict the reaction product. The product is: [Cl:1][C:2]1[C:3]([N:12]([CH2:27][CH:28]2[CH2:30][CH2:29]2)[S:13]([C:16]2[CH:25]=[CH:24][C:19]([C:20]([O:22][CH3:23])=[O:21])=[CH:18][CH:17]=2)(=[O:15])=[O:14])=[N:4][CH:5]=[C:6]([C:8]([F:11])([F:9])[F:10])[CH:7]=1.